From a dataset of Full USPTO retrosynthesis dataset with 1.9M reactions from patents (1976-2016). Predict the reactants needed to synthesize the given product. (1) Given the product [Cl:1][C:2]1[C:3]([C:35]([F:38])([F:37])[F:36])=[CH:4][C:5]2[N:9]=[C:8]([CH2:10][CH3:11])[N:7]([C:12]3[CH:33]=[CH:32][C:15]([CH2:16][CH2:17][N:18]([S:22]([C:25]4[CH:30]=[CH:29][C:28]([CH3:31])=[CH:27][CH:26]=4)(=[O:23])=[O:24])[C:19](=[O:20])[O-:21])=[CH:14][CH:13]=3)[C:6]=2[CH:34]=1.[CH3:49][C:39]1[CH:44]=[CH:43][C:42]([S:45]([OH:48])(=[O:47])=[O:46])=[CH:41][CH:40]=1, predict the reactants needed to synthesize it. The reactants are: [Cl:1][C:2]1[C:3]([C:35]([F:38])([F:37])[F:36])=[CH:4][C:5]2[N:9]=[C:8]([CH2:10][CH3:11])[N:7]([C:12]3[CH:33]=[CH:32][C:15]([CH2:16][CH2:17][N:18]([S:22]([C:25]4[CH:30]=[CH:29][C:28]([CH3:31])=[CH:27][CH:26]=4)(=[O:24])=[O:23])[C:19](=[O:21])[O-:20])=[CH:14][CH:13]=3)[C:6]=2[CH:34]=1.[C:39]1([CH3:49])[CH:44]=[CH:43][C:42]([S:45]([OH:48])(=[O:47])=[O:46])=[CH:41][CH:40]=1. (2) Given the product [I:1][C:2]1[CH:3]=[C:4]([CH:12]=[CH:13][CH:14]=1)[CH2:5][C@:6]([CH3:11])([C:8]([O:10][CH3:19])=[O:9])[NH2:7], predict the reactants needed to synthesize it. The reactants are: [I:1][C:2]1[CH:3]=[C:4]([CH:12]=[CH:13][CH:14]=1)[CH2:5][C@:6]([CH3:11])([C:8]([OH:10])=[O:9])[NH2:7].S(Cl)(Cl)=O.[CH3:19]O. (3) The reactants are: [H-].[Na+].[F:3][C:4]1[CH:9]=[CH:8][CH:7]=[CH:6][C:5]=1[CH2:10][OH:11].Cl[C:13]1[CH:20]=[CH:19][C:16]([C:17]#[N:18])=[CH:15][N:14]=1.[Cl-].[NH4+].CC(C[AlH]CC(C)C)C.Cl.C(=O)(O)[O-].[Na+].[CH3:38][C:39]([S@:42](N)=[O:43])([CH3:41])[CH3:40]. Given the product [F:3][C:4]1[CH:9]=[CH:8][CH:7]=[CH:6][C:5]=1[CH2:10][O:11][C:13]1[N:14]=[CH:15][C:16](/[CH:17]=[N:18]/[S@@:42]([C:39]([CH3:41])([CH3:40])[CH3:38])=[O:43])=[CH:19][CH:20]=1, predict the reactants needed to synthesize it. (4) Given the product [CH3:1][NH:2][C:3]([C:5]1[N:14]([CH:15]2[CH2:19][CH2:18][CH2:17][CH2:16]2)[C:8]2[N:9]=[C:10]([NH:39][C:36]3[CH:37]=[CH:38][C:33]([N:30]4[CH2:29][CH2:28][NH:27][CH2:32][CH2:31]4)=[CH:34][N:35]=3)[N:11]=[CH:12][C:7]=2[CH:6]=1)=[O:4], predict the reactants needed to synthesize it. The reactants are: [CH3:1][NH:2][C:3]([C:5]1[N:14]([CH:15]2[CH2:19][CH2:18][CH2:17][CH2:16]2)[C:8]2[N:9]=[C:10](Cl)[N:11]=[CH:12][C:7]=2[CH:6]=1)=[O:4].C(OC([N:27]1[CH2:32][CH2:31][N:30]([C:33]2[CH:34]=[N:35][C:36]([NH2:39])=[CH:37][CH:38]=2)[CH2:29][CH2:28]1)=O)(C)(C)C. (5) The reactants are: [CH3:1][C:2]([O:5][C:6]([N:8]([C:28]([O:30][C:31]([CH3:34])([CH3:33])[CH3:32])=[O:29])[C:9]([C:11]1[CH:12]=[C:13](Br)[CH:14]=[C:15]2[C:19]=1[N:18]([C:20]([O:22][C:23]([CH3:26])([CH3:25])[CH3:24])=[O:21])[CH:17]=[CH:16]2)=[O:10])=[O:7])([CH3:4])[CH3:3].[C:35]1(B(O)O)[CH:40]=[CH:39][CH:38]=[CH:37][CH:36]=1.C(=O)([O-])[O-].[K+].[K+]. Given the product [CH3:1][C:2]([O:5][C:6]([N:8]([C:28]([O:30][C:31]([CH3:34])([CH3:33])[CH3:32])=[O:29])[C:9]([C:11]1[CH:12]=[C:13]([C:35]2[CH:40]=[CH:39][CH:38]=[CH:37][CH:36]=2)[CH:14]=[C:15]2[C:19]=1[N:18]([C:20]([O:22][C:23]([CH3:26])([CH3:25])[CH3:24])=[O:21])[CH:17]=[CH:16]2)=[O:10])=[O:7])([CH3:4])[CH3:3].[CH3:1][C:2]([O:5][C:6]([NH:8][C:9]([C:11]1[CH:12]=[C:13]([C:35]2[CH:40]=[CH:39][CH:38]=[CH:37][CH:36]=2)[CH:14]=[C:15]2[C:19]=1[N:18]([C:20]([O:22][C:23]([CH3:25])([CH3:26])[CH3:24])=[O:21])[CH:17]=[CH:16]2)=[O:10])=[O:7])([CH3:4])[CH3:3], predict the reactants needed to synthesize it. (6) Given the product [CH2:15]([O:14][CH:12]([O:11][C:10]1[CH:3]=[CH:4][C:5]([CH:6]=[CH2:7])=[CH:8][CH:9]=1)[CH3:13])[CH3:16].[CH3:1][O:2][C:3]1[CH:4]=[C:5]([CH:8]=[CH:9][C:10]=1[O:11][CH:12]([O:14][CH2:15][CH3:16])[CH3:13])[CH:6]=[CH2:7], predict the reactants needed to synthesize it. The reactants are: [CH3:1][O:2][C:3]1[CH:4]=[C:5]([CH:8]=[CH:9][C:10]=1[O:11][CH:12]([O:14][CH2:15][CH3:16])[CH3:13])[CH:6]=[CH2:7].C(OC(OC1C=CC(C=C)=CC=1)C)C. (7) Given the product [N:19]1([C:17]2[N:16]3[CH:25]=[C:26]([C:28]4[CH:29]=[CH:30][CH:31]=[CH:32][CH:33]=4)[N:27]=[C:15]3[CH:14]=[C:13]([NH:12][C:11]([C:10]3[N:6]([CH3:5])[N:7]=[CH:8][C:9]=3[C:35]([N:1]3[CH2:4][CH2:3][CH2:2]3)=[O:36])=[O:34])[N:18]=2)[CH2:20][CH2:21][O:22][CH2:23][CH2:24]1, predict the reactants needed to synthesize it. The reactants are: [NH:1]1[CH2:4][CH2:3][CH2:2]1.[CH3:5][N:6]1[C:10]([C:11](=[O:34])[NH:12][C:13]2[N:18]=[C:17]([N:19]3[CH2:24][CH2:23][O:22][CH2:21][CH2:20]3)[N:16]3[CH:25]=[C:26]([C:28]4[CH:33]=[CH:32][CH:31]=[CH:30][CH:29]=4)[N:27]=[C:15]3[CH:14]=2)=[C:9]([C:35](O)=[O:36])[CH:8]=[N:7]1. (8) Given the product [CH3:1][O:2][CH2:3][CH2:4][N:5]([CH3:20])[CH2:6][CH2:7][CH2:8][NH2:9], predict the reactants needed to synthesize it. The reactants are: [CH3:1][O:2][CH2:3][CH2:4][N:5]([CH3:20])[CH2:6][CH2:7][CH2:8][N:9]1C(=O)C2C(=CC=CC=2)C1=O. (9) Given the product [CH2:28]([O:27][C:25]([N:11]1[CH:10]([C:12]([OH:14])=[O:13])[CH2:9][S:8][C@@H:7]1[C:1]1[CH:2]=[CH:3][CH:4]=[CH:5][CH:6]=1)=[O:26])[C:29]1[CH:34]=[CH:33][CH:32]=[CH:31][CH:30]=1, predict the reactants needed to synthesize it. The reactants are: [C:1]1([C@@H:7]2[NH:11][CH:10]([C:12]([OH:14])=[O:13])[CH2:9][S:8]2)[CH:6]=[CH:5][CH:4]=[CH:3][CH:2]=1.CCN(C(C)C)C(C)C.Cl[C:25]([O:27][CH2:28][C:29]1[CH:34]=[CH:33][CH:32]=[CH:31][CH:30]=1)=[O:26]. (10) Given the product [F:1][C:2]1[CH:3]=[CH:4][C:5]([C:8]2([CH2:21][O:22][CH2:23][C:24]3[C:32]4[NH:31][N:30]=[N:29][C:28]=4[CH:27]=[C:26]([C:41]([F:44])([F:42])[F:43])[CH:25]=3)[CH2:13][CH2:12][NH:11][CH2:10][CH2:9]2)=[CH:6][CH:7]=1, predict the reactants needed to synthesize it. The reactants are: [F:1][C:2]1[CH:7]=[CH:6][C:5]([C:8]2([CH2:21][O:22][CH2:23][C:24]3[C:32]4[N:31]=[N:30][N:29](COCC[Si](C)(C)C)[C:28]=4[CH:27]=[C:26]([C:41]([F:44])([F:43])[F:42])[CH:25]=3)[CH2:13][CH2:12][N:11](C(OC(C)(C)C)=O)[CH2:10][CH2:9]2)=[CH:4][CH:3]=1.